This data is from Full USPTO retrosynthesis dataset with 1.9M reactions from patents (1976-2016). The task is: Predict the reactants needed to synthesize the given product. (1) Given the product [C:1]1([C:7]2[N:19]=[CH:17][O:10][C:9]=2[C:11]2[CH:16]=[CH:15][CH:14]=[CH:13][CH:12]=2)[CH:6]=[CH:5][CH:4]=[CH:3][CH:2]=1, predict the reactants needed to synthesize it. The reactants are: [C:1]1([C:7]([CH:9]([C:11]2[CH:16]=[CH:15][CH:14]=[CH:13][CH:12]=2)[OH:10])=O)[CH:6]=[CH:5][CH:4]=[CH:3][CH:2]=1.[CH:17]([NH2:19])=O.OS(O)(=O)=O. (2) The reactants are: [CH:1]1([CH2:4][O:5][C:6]2[CH:7]=[C:8]([CH:29]=[CH:30][C:31]=2[O:32][CH2:33][CH:34]2[CH2:36][CH2:35]2)[C:9]([NH:11][CH:12]2[CH2:17][CH:16]([OH:18])[CH2:15][CH2:14][CH:13]2[C:19]2[CH:24]=[CH:23][C:22]([O:25][CH3:26])=[C:21]([O:27][CH3:28])[CH:20]=2)=[O:10])[CH2:3][CH2:2]1.[C:37](OC(=O)C)(=[O:39])[CH3:38]. Given the product [CH:1]1([CH2:4][O:5][C:6]2[CH:7]=[C:8]([C:9]([NH:11][CH:12]3[CH:13]([C:19]4[CH:24]=[CH:23][C:22]([O:25][CH3:26])=[C:21]([O:27][CH3:28])[CH:20]=4)[CH2:14][CH2:15][CH:16]([O:18][C:37](=[O:39])[CH3:38])[CH2:17]3)=[O:10])[CH:29]=[CH:30][C:31]=2[O:32][CH2:33][CH:34]2[CH2:35][CH2:36]2)[CH2:2][CH2:3]1, predict the reactants needed to synthesize it. (3) Given the product [NH:1]([C:8]([C:11]1[N:12]([CH3:26])[C:13]([C:16]2[CH:25]=[CH:24][C:19]([C:20]([NH2:28])=[O:21])=[CH:18][CH:17]=2)=[N:14][N:15]=1)([CH3:9])[CH3:10])[C:2]1[CH:7]=[CH:6][CH:5]=[CH:4][CH:3]=1, predict the reactants needed to synthesize it. The reactants are: [NH:1]([C:8]([C:11]1[N:12]([CH3:26])[C:13]([C:16]2[CH:25]=[CH:24][C:19]([C:20](OC)=[O:21])=[CH:18][CH:17]=2)=[N:14][N:15]=1)([CH3:10])[CH3:9])[C:2]1[CH:7]=[CH:6][CH:5]=[CH:4][CH:3]=1.C[NH2:28]. (4) Given the product [C:1]([C:5]1[CH:10]=[C:9]([I:15])[CH:8]=[CH:7][C:6]=1[OH:11])([CH3:4])([CH3:2])[CH3:3], predict the reactants needed to synthesize it. The reactants are: [C:1]([C:5]1[CH:10]=[CH:9][CH:8]=[CH:7][C:6]=1[OH:11])([CH3:4])([CH3:3])[CH3:2].[OH-].[Na+].[OH-].[I-:15].[Na+].Cl[O-].[Na+].S([O-])([O-])(=O)=S.[Na+].[Na+]. (5) Given the product [F:11][C:12]1[CH:13]=[C:14]([N:27]2[CH2:31][C@H:30]([CH2:32][N:33]3[CH:37]=[CH:36][N:35]=[N:34]3)[O:29][C:28]2=[O:38])[CH:15]=[CH:16][C:17]=1[C:2]1[CH:7]=[N:6][C:5]([C@@H:8]([OH:10])[CH3:9])=[CH:4][CH:3]=1, predict the reactants needed to synthesize it. The reactants are: Br[C:2]1[CH:3]=[CH:4][C:5]([C@@H:8]([OH:10])[CH3:9])=[N:6][CH:7]=1.[F:11][C:12]1[CH:13]=[C:14]([N:27]2[CH2:31][C@H:30]([CH2:32][N:33]3[CH:37]=[CH:36][N:35]=[N:34]3)[O:29][C:28]2=[O:38])[CH:15]=[CH:16][C:17]=1B1OC(C)(C)C(C)(C)O1.C(=O)([O-])[O-].[Na+].[Na+]. (6) Given the product [CH2:1]([O:3][C:4](=[O:18])[CH:5]([O:15][CH2:16][CH3:17])[CH2:6][C:7]1[CH:12]=[CH:11][C:10]([O:13][CH2:20][C:21]2[N:22]=[C:23]([C:27]3[CH:32]=[CH:31][CH:30]=[CH:29][C:28]=3[O:33][CH3:34])[O:24][C:25]=2[CH3:26])=[CH:9][C:8]=1[CH3:14])[CH3:2], predict the reactants needed to synthesize it. The reactants are: [CH2:1]([O:3][C:4](=[O:18])[CH:5]([O:15][CH2:16][CH3:17])[CH2:6][C:7]1[CH:12]=[CH:11][C:10]([OH:13])=[CH:9][C:8]=1[CH3:14])[CH3:2].Cl[CH2:20][C:21]1[N:22]=[C:23]([C:27]2[CH:32]=[CH:31][CH:30]=[CH:29][C:28]=2[O:33][CH3:34])[O:24][C:25]=1[CH3:26].COC1C=CC=CC=1C=O.O=P(Cl)(Cl)Cl.C(=O)([O-])[O-].[Cs+].[Cs+].[I-].[K+]. (7) Given the product [NH2:21][C:14]1[C:15]2[C:20](=[CH:19][CH:18]=[CH:17][CH:16]=2)[C:12]([C:22]2[CH:23]=[C:24]([OH:28])[CH:25]=[CH:26][CH:27]=2)([C:10]2[CH:11]=[C:6]([Cl:5])[N:7]=[C:8]([Cl:30])[CH:9]=2)[N:13]=1, predict the reactants needed to synthesize it. The reactants are: B(Br)(Br)Br.[Cl:5][C:6]1[CH:11]=[C:10]([C:12]2([C:22]3[CH:27]=[CH:26][CH:25]=[C:24]([O:28]C)[CH:23]=3)[C:20]3[C:15](=[CH:16][CH:17]=[CH:18][CH:19]=3)[C:14]([NH2:21])=[N:13]2)[CH:9]=[C:8]([Cl:30])[N:7]=1. (8) Given the product [CH2:1]([C:5]1[CH:10]=[CH:9][C:8]([S:11]([NH2:14])(=[O:12])=[O:13])=[CH:7][CH:6]=1)[CH2:2][CH2:3][CH3:4].[C:30]1([PH:23][C:24]2[CH:25]=[CH:26][CH:27]=[CH:28][CH:29]=2)[CH:31]=[CH:32][CH:33]=[CH:34][CH:35]=1, predict the reactants needed to synthesize it. The reactants are: [CH2:1]([C:5]1[CH:10]=[CH:9][C:8]([S:11]([NH2:14])(=[O:13])=[O:12])=[CH:7][CH:6]=1)[CH2:2][CH2:3][CH3:4].C(N(CC)CC)C.Cl[P:23]([C:30]1[CH:35]=[CH:34][CH:33]=[CH:32][CH:31]=1)[C:24]1[CH:29]=[CH:28][CH:27]=[CH:26][CH:25]=1. (9) Given the product [CH2:1]([O:8][C:9]1[CH:14]=[C:13]([O:15][CH2:16][C:17]2[CH:22]=[CH:21][CH:20]=[CH:19][CH:18]=2)[C:12]([Cl:23])=[CH:11][C:10]=1[C:24]1[C:28]([I:29])=[CH:27][NH:26][N:25]=1)[C:2]1[CH:3]=[CH:4][CH:5]=[CH:6][CH:7]=1, predict the reactants needed to synthesize it. The reactants are: [CH2:1]([O:8][C:9]1[CH:14]=[C:13]([O:15][CH2:16][C:17]2[CH:22]=[CH:21][CH:20]=[CH:19][CH:18]=2)[C:12]([Cl:23])=[CH:11][C:10]=1[C:24]1[CH:28]=[CH:27][NH:26][N:25]=1)[C:2]1[CH:7]=[CH:6][CH:5]=[CH:4][CH:3]=1.[I:29]N1C(=O)CCC1=O.